This data is from Full USPTO retrosynthesis dataset with 1.9M reactions from patents (1976-2016). The task is: Predict the reactants needed to synthesize the given product. Given the product [CH3:3][O:4][C:5]1[C:10]2[CH:11]=[C:12]([C:24]([OH:26])=[O:25])[N:13]([CH2:14][C:15]3[C:20]([CH3:21])=[CH:19][C:18]([CH3:22])=[CH:17][C:16]=3[CH3:23])[C:9]=2[CH:8]=[CH:7][N:6]=1, predict the reactants needed to synthesize it. The reactants are: [OH-].[Li+].[CH3:3][O:4][C:5]1[C:10]2[CH:11]=[C:12]([C:24]([O:26]C)=[O:25])[N:13]([CH2:14][C:15]3[C:20]([CH3:21])=[CH:19][C:18]([CH3:22])=[CH:17][C:16]=3[CH3:23])[C:9]=2[CH:8]=[CH:7][N:6]=1.